Dataset: Forward reaction prediction with 1.9M reactions from USPTO patents (1976-2016). Task: Predict the product of the given reaction. (1) The product is: [CH:31]1([N:28]2[CH:27]=[C:26]([CH2:25][N:10]([C:7]3[CH:6]=[CH:5][C:4]([CH:1]([CH3:3])[CH3:2])=[CH:9][CH:8]=3)[C:11]([CH:13]3[C:22]4[C:17](=[CH:18][CH:19]=[C:20]([O:23][CH3:24])[CH:21]=4)[CH2:16][CH2:15][CH2:14]3)=[O:12])[CH:30]=[N:29]2)[CH2:35][CH2:34][CH2:33][CH2:32]1. Given the reactants [CH:1]([C:4]1[CH:9]=[CH:8][C:7]([N:10]([CH2:25][C:26]2[CH:27]=[N:28][NH:29][CH:30]=2)[C:11]([CH:13]2[C:22]3[C:17](=[CH:18][CH:19]=[C:20]([O:23][CH3:24])[CH:21]=3)[CH2:16][CH2:15][CH2:14]2)=[O:12])=[CH:6][CH:5]=1)([CH3:3])[CH3:2].[CH:31]1(Br)[CH2:35][CH2:34][CH2:33][CH2:32]1.[H-].[Na+], predict the reaction product. (2) Given the reactants [C:1]([O:5][C:6]([N:8]1[C:12](=[O:13])[CH:11]([CH3:14])[CH2:10][C@H:9]1[C:15]([O:17][C:18]([CH3:21])([CH3:20])[CH3:19])=[O:16])=[O:7])([CH3:4])([CH3:3])[CH3:2].[CH3:22][Si](C)(C)[N-][Si](C)(C)C.[Li+].CI, predict the reaction product. The product is: [C:1]([O:5][C:6]([N:8]1[C:12](=[O:13])[C:11]([CH3:22])([CH3:14])[CH2:10][C@H:9]1[C:15]([O:17][C:18]([CH3:20])([CH3:19])[CH3:21])=[O:16])=[O:7])([CH3:4])([CH3:2])[CH3:3].